Dataset: NCI-60 drug combinations with 297,098 pairs across 59 cell lines. Task: Regression. Given two drug SMILES strings and cell line genomic features, predict the synergy score measuring deviation from expected non-interaction effect. (1) Synergy scores: CSS=6.83, Synergy_ZIP=-1.31, Synergy_Bliss=-0.683, Synergy_Loewe=3.36, Synergy_HSA=0.0614. Cell line: TK-10. Drug 2: C1=CC=C(C(=C1)C(C2=CC=C(C=C2)Cl)C(Cl)Cl)Cl. Drug 1: C1=NC(=NC(=O)N1C2C(C(C(O2)CO)O)O)N. (2) Drug 1: CC(C)(C#N)C1=CC(=CC(=C1)CN2C=NC=N2)C(C)(C)C#N. Drug 2: CN(C(=O)NC(C=O)C(C(C(CO)O)O)O)N=O. Cell line: MDA-MB-435. Synergy scores: CSS=-7.67, Synergy_ZIP=5.19, Synergy_Bliss=2.27, Synergy_Loewe=-5.26, Synergy_HSA=-4.90. (3) Cell line: SK-MEL-5. Synergy scores: CSS=20.5, Synergy_ZIP=-9.31, Synergy_Bliss=-4.85, Synergy_Loewe=-2.85, Synergy_HSA=-2.16. Drug 2: CC1=C(N=C(N=C1N)C(CC(=O)N)NCC(C(=O)N)N)C(=O)NC(C(C2=CN=CN2)OC3C(C(C(C(O3)CO)O)O)OC4C(C(C(C(O4)CO)O)OC(=O)N)O)C(=O)NC(C)C(C(C)C(=O)NC(C(C)O)C(=O)NCCC5=NC(=CS5)C6=NC(=CS6)C(=O)NCCC[S+](C)C)O. Drug 1: C1CN1P(=S)(N2CC2)N3CC3. (4) Drug 1: CC(C1=C(C=CC(=C1Cl)F)Cl)OC2=C(N=CC(=C2)C3=CN(N=C3)C4CCNCC4)N. Drug 2: CC(C)CN1C=NC2=C1C3=CC=CC=C3N=C2N. Cell line: RPMI-8226. Synergy scores: CSS=-3.48, Synergy_ZIP=2.88, Synergy_Bliss=3.58, Synergy_Loewe=-6.07, Synergy_HSA=-3.60.